This data is from NCI-60 drug combinations with 297,098 pairs across 59 cell lines. The task is: Regression. Given two drug SMILES strings and cell line genomic features, predict the synergy score measuring deviation from expected non-interaction effect. (1) Drug 1: C(=O)(N)NO. Drug 2: CCCCC(=O)OCC(=O)C1(CC(C2=C(C1)C(=C3C(=C2O)C(=O)C4=C(C3=O)C=CC=C4OC)O)OC5CC(C(C(O5)C)O)NC(=O)C(F)(F)F)O. Cell line: CCRF-CEM. Synergy scores: CSS=56.5, Synergy_ZIP=1.31, Synergy_Bliss=1.31, Synergy_Loewe=1.52, Synergy_HSA=3.51. (2) Drug 1: C1CC(C1)(C(=O)O)C(=O)O.[NH2-].[NH2-].[Pt+2]. Drug 2: C(=O)(N)NO. Synergy scores: CSS=4.08, Synergy_ZIP=-0.620, Synergy_Bliss=6.08, Synergy_Loewe=-3.14, Synergy_HSA=0.105. Cell line: ACHN. (3) Cell line: SF-539. Synergy scores: CSS=59.4, Synergy_ZIP=-3.82, Synergy_Bliss=-3.64, Synergy_Loewe=-5.43, Synergy_HSA=-0.851. Drug 2: CC=C1C(=O)NC(C(=O)OC2CC(=O)NC(C(=O)NC(CSSCCC=C2)C(=O)N1)C(C)C)C(C)C. Drug 1: COC1=C(C=C2C(=C1)N=CN=C2NC3=CC(=C(C=C3)F)Cl)OCCCN4CCOCC4. (4) Drug 1: CC1=C(C(CCC1)(C)C)C=CC(=CC=CC(=CC(=O)O)C)C. Drug 2: CC1C(C(CC(O1)OC2CC(CC3=C2C(=C4C(=C3O)C(=O)C5=CC=CC=C5C4=O)O)(C(=O)C)O)N)O. Cell line: U251. Synergy scores: CSS=44.5, Synergy_ZIP=1.88, Synergy_Bliss=2.19, Synergy_Loewe=-19.2, Synergy_HSA=5.93.